This data is from Forward reaction prediction with 1.9M reactions from USPTO patents (1976-2016). The task is: Predict the product of the given reaction. Given the reactants O.O.[OH-].[Li+].C([O:7][C:8](=[O:33])[CH2:9][NH:10][C:11](=[O:32])[CH2:12][NH:13][C:14](=[O:31])[C@H:15]([CH2:24][CH:25]1[CH2:30][CH2:29][CH2:28][CH2:27][CH2:26]1)[NH:16][C:17]([C:19]1[O:20][CH:21]=[CH:22][CH:23]=1)=[O:18])C, predict the reaction product. The product is: [O:20]1[CH:21]=[CH:22][CH:23]=[C:19]1[C:17]([NH:16][C@H:15]([C:14]([NH:13][CH2:12][C:11]([NH:10][CH2:9][C:8]([OH:33])=[O:7])=[O:32])=[O:31])[CH2:24][CH:25]1[CH2:30][CH2:29][CH2:28][CH2:27][CH2:26]1)=[O:18].